From a dataset of Reaction yield outcomes from USPTO patents with 853,638 reactions. Predict the reaction yield, written as a fraction of the theoretical maximum amount of product (1.0 means a 100% yield; for example, 0.34 means a 34% yield). The reactants are [CH2:1]([NH:3][C:4](=[O:18])[CH:5]([C:12]1[CH:17]=[CH:16][CH:15]=[CH:14][CH:13]=1)[CH:6]1[CH2:11][CH2:10][NH:9][CH2:8][CH2:7]1)[CH3:2].Br[C:20]1[CH:33]=[CH:32][C:23]([C:24]([NH:26][CH:27]([CH2:30][CH3:31])[CH2:28][CH3:29])=[O:25])=[CH:22][C:21]=1[F:34].CC(C1C=C(C(C)C)C(C2C=CC=CC=2P(C2CCCCC2)C2CCCCC2)=C(C(C)C)C=1)C.CC([O-])(C)C.[Na+]. The catalyst is C1(C)C=CC=CC=1.C1C=CC(/C=C/C(/C=C/C2C=CC=CC=2)=O)=CC=1.C1C=CC(/C=C/C(/C=C/C2C=CC=CC=2)=O)=CC=1.C1C=CC(/C=C/C(/C=C/C2C=CC=CC=2)=O)=CC=1.[Pd].[Pd]. The product is [CH2:1]([NH:3][C:4]([CH:5]([C:12]1[CH:13]=[CH:14][CH:15]=[CH:16][CH:17]=1)[CH:6]1[CH2:7][CH2:8][N:9]([C:20]2[CH:33]=[CH:32][C:23]([C:24]([NH:26][CH:27]([CH2:28][CH3:29])[CH2:30][CH3:31])=[O:25])=[CH:22][C:21]=2[F:34])[CH2:10][CH2:11]1)=[O:18])[CH3:2]. The yield is 0.0100.